This data is from Catalyst prediction with 721,799 reactions and 888 catalyst types from USPTO. The task is: Predict which catalyst facilitates the given reaction. (1) Reactant: [F:1][C:2]1[C:7]([N:8]2[C:12](SC3C=CC=CC=3)=[CH:11][C:10]([C:20]([O:22][CH2:23][CH3:24])=[O:21])=[N:9]2)=[CH:6][CH:5]=[CH:4][N:3]=1.Cl[C:26]1[CH:31]=[CH:30][CH:29]=[C:28](C(OO)=O)[CH:27]=1.[S:36]([O-:40])([O-])(=[O:38])=S.[Na+].[Na+]. Product: [F:1][C:2]1[C:7]([N:8]2[C:12]([S:36]([C:26]3[CH:27]=[CH:28][CH:29]=[CH:30][CH:31]=3)(=[O:40])=[O:38])=[CH:11][C:10]([C:20]([O:22][CH2:23][CH3:24])=[O:21])=[N:9]2)=[CH:6][CH:5]=[CH:4][N:3]=1. The catalyst class is: 13. (2) Reactant: [F:1][C:2]([F:11])([F:10])[C:3]([CH3:9])([CH3:8])[CH2:4][C:5](O)=[O:6].C(Cl)Cl.CO.CO. Product: [F:1][C:2]([F:11])([F:10])[C:3]([CH3:9])([CH3:8])[CH2:4][CH2:5][OH:6]. The catalyst class is: 1. (3) Reactant: [C:1]([C:3]1[CH:8]=[CH:7][C:6]([C:9]2[CH:14]=[CH:13][C:12]([OH:15])=[CH:11][CH:10]=2)=[CH:5][CH:4]=1)#[N:2].CC#N.Br[CH2:20][CH2:21][CH2:22][C:23]([O:25][CH2:26][CH3:27])=[O:24].C([O-])([O-])=O.[K+].[K+]. Product: [CH2:26]([O:25][C:23](=[O:24])[CH2:22][CH2:21][CH2:20][O:15][C:12]1[CH:13]=[CH:14][C:9]([C:6]2[CH:5]=[CH:4][C:3]([C:1]#[N:2])=[CH:8][CH:7]=2)=[CH:10][CH:11]=1)[CH3:27]. The catalyst class is: 6. (4) Reactant: [C:1](N)(=O)[CH:2]([CH3:4])[OH:3].F[B-](F)(F)F.C([O+](CC)CC)C.[Br:19][C:20]1[N:25]=[CH:24][C:23]([NH2:26])=[C:22]([NH:27][CH:28]([CH3:30])[CH3:29])[CH:21]=1. Product: [Br:19][C:20]1[N:25]=[CH:24][C:23]2[N:26]=[C:1]([CH:2]([OH:3])[CH3:4])[N:27]([CH:28]([CH3:30])[CH3:29])[C:22]=2[CH:21]=1. The catalyst class is: 7. (5) Reactant: O.[OH-].[Li+].[CH3:4][O:5][CH2:6][CH2:7][O:8][CH2:9][C@@H:10]([C:37]([O:39]C)=[O:38])[NH:11][C:12]([C:14]1[C:23]([NH:24][C:25]([NH:27][C:28]2[C:33]([CH3:34])=[CH:32][C:31]([CH3:35])=[CH:30][C:29]=2[CH3:36])=[O:26])=[CH:22][C:21]2[C:16](=[CH:17][CH:18]=[CH:19][CH:20]=2)[CH:15]=1)=[O:13].O.Cl. Product: [CH3:4][O:5][CH2:6][CH2:7][O:8][CH2:9][C@@H:10]([C:37]([OH:39])=[O:38])[NH:11][C:12]([C:14]1[C:23]([NH:24][C:25]([NH:27][C:28]2[C:29]([CH3:36])=[CH:30][C:31]([CH3:35])=[CH:32][C:33]=2[CH3:34])=[O:26])=[CH:22][C:21]2[C:16](=[CH:17][CH:18]=[CH:19][CH:20]=2)[CH:15]=1)=[O:13]. The catalyst class is: 12.